Predict the product of the given reaction. From a dataset of Forward reaction prediction with 1.9M reactions from USPTO patents (1976-2016). (1) Given the reactants O[C:2]1[CH:7]=[C:6]([C:8]([F:11])([F:10])[F:9])[N:5]=[C:4]([N:12]2[CH2:16][CH2:15][CH2:14][CH:13]2[C:17]2[O:21][N:20]=[C:19]([C:22]3[CH:27]=[CH:26][CH:25]=[CH:24][N:23]=3)[CH:18]=2)[N:3]=1.[NH2:28][C:29]1[CH:33]=[C:32]([CH:34]2[CH2:36][CH2:35]2)[NH:31][N:30]=1, predict the reaction product. The product is: [CH:34]1([C:32]2[NH:31][N:30]=[C:29]([NH:28][C:2]3[CH:7]=[C:6]([C:8]([F:10])([F:11])[F:9])[N:5]=[C:4]([N:12]4[CH2:16][CH2:15][CH2:14][CH:13]4[C:17]4[O:21][N:20]=[C:19]([C:22]5[CH:27]=[CH:26][CH:25]=[CH:24][N:23]=5)[CH:18]=4)[N:3]=3)[CH:33]=2)[CH2:36][CH2:35]1. (2) Given the reactants [NH2:1][C@@H:2]1[CH2:7][CH2:6][CH2:5][N:4](C(OC(C)(C)C)=O)[CH2:3]1.[CH2:15]([O:22][C:23]1[CH:24]=[C:25]2[C:29](=[CH:30][CH:31]=1)[NH:28][C:27]([C:32](O)=[O:33])=[CH:26]2)[C:16]1[CH:21]=[CH:20][CH:19]=[CH:18][CH:17]=1.N, predict the reaction product. The product is: [CH2:15]([O:22][C:23]1[CH:24]=[C:25]2[C:29](=[CH:30][CH:31]=1)[NH:28][C:27]([C:32]([NH:1][C@@H:2]1[CH2:7][CH2:6][CH2:5][NH:4][CH2:3]1)=[O:33])=[CH:26]2)[C:16]1[CH:17]=[CH:18][CH:19]=[CH:20][CH:21]=1. (3) The product is: [CH2:1]([S:8]([NH:11][C:12]([CH:14]1[CH2:17][N:16]([C:18]2[C:28]([C:29]#[N:30])=[CH:27][C:21]([C:22]([O:24][CH2:25][CH3:26])=[O:23])=[C:20]([CH2:31][S:35][CH2:33][CH3:34])[N:19]=2)[CH2:15]1)=[O:13])(=[O:10])=[O:9])[C:2]1[CH:7]=[CH:6][CH:5]=[CH:4][CH:3]=1. Given the reactants [CH2:1]([S:8]([NH:11][C:12]([CH:14]1[CH2:17][N:16]([C:18]2[C:28]([C:29]#[N:30])=[CH:27][C:21]([C:22]([O:24][CH2:25][CH3:26])=[O:23])=[C:20]([CH2:31]Cl)[N:19]=2)[CH2:15]1)=[O:13])(=[O:10])=[O:9])[C:2]1[CH:7]=[CH:6][CH:5]=[CH:4][CH:3]=1.[CH2:33]([SH:35])[CH3:34], predict the reaction product. (4) Given the reactants C(=O)([O:7][C:8]1[C:20]2[CH2:19][O:18][C:17](=[O:21])[C:16]=2[C:15]([C:22]2[CH:27]=[CH:26][C:25]([C:28](=[O:30])[CH3:29])=[CH:24][CH:23]=2)=[C:14]2[C:9]=1[CH:10]=[C:11]([O:33][CH3:34])[C:12]([O:31][CH3:32])=[CH:13]2)OC(C)(C)C.N1CCCCC1.Cl, predict the reaction product. The product is: [C:28]([C:25]1[CH:24]=[CH:23][C:22]([C:15]2[C:16]3[C:17](=[O:21])[O:18][CH2:19][C:20]=3[C:8]([OH:7])=[C:9]3[C:14]=2[CH:13]=[C:12]([O:31][CH3:32])[C:11]([O:33][CH3:34])=[CH:10]3)=[CH:27][CH:26]=1)(=[O:30])[CH3:29]. (5) Given the reactants [CH3:1][O:2][C:3]1[CH:14]=[C:13]2[C:6]([NH:7][CH:8]=[C:9]2[CH2:10][CH2:11][NH2:12])=[CH:5][CH:4]=1.[F:15][C:16]([F:29])([F:28])[C:17]1[CH:27]=[CH:26][C:20]([CH2:21][CH2:22][C:23](O)=[O:24])=[CH:19][CH:18]=1.CN(C(ON1N=NC2C=CC=CC1=2)=[N+](C)C)C.[B-](F)(F)(F)F.CCN(C(C)C)C(C)C, predict the reaction product. The product is: [CH3:1][O:2][C:3]1[CH:14]=[C:13]2[C:6](=[CH:5][CH:4]=1)[NH:7][CH:8]=[C:9]2[CH2:10][CH2:11][NH:12][C:23](=[O:24])[CH2:22][CH2:21][C:20]1[CH:19]=[CH:18][C:17]([C:16]([F:28])([F:29])[F:15])=[CH:27][CH:26]=1. (6) Given the reactants [CH:1]1[C:14]2[CH:13]=[CH:12][C:11]3[C:6](=[CH:7][CH:8]=[CH:9][CH:10]=3)[C:5]=2[CH:4]=[C:3]([C:15]2[C:16]3[C:21]([CH:22]=[C:23]4[C:28]=2[CH:27]=[CH:26][CH:25]=[CH:24]4)=[CH:20][CH:19]=[CH:18][CH:17]=3)[CH:2]=1.C1C(=O)N([Br:36])C(=O)C1, predict the reaction product. The product is: [Br:36][C:22]1[C:21]2[C:16]([C:15]([C:3]3[CH:2]=[CH:1][C:14]4[CH:13]=[CH:12][C:11]5[C:6]([C:5]=4[CH:4]=3)=[CH:7][CH:8]=[CH:9][CH:10]=5)=[C:28]3[C:23]=1[CH:24]=[CH:25][CH:26]=[CH:27]3)=[CH:17][CH:18]=[CH:19][CH:20]=2. (7) Given the reactants Br[C:2]1([CH3:10])[CH:7]=[CH:6][C:5](Br)([CH3:8])[CH:4]=[CH:3]1.[C:11]([Cu])#[N:12].[CH3:14][N:15](C=O)C, predict the reaction product. The product is: [C:14]([C:2]1([CH3:10])[CH:7]=[CH:6][C:5]([C:11]#[N:12])([CH3:8])[CH:4]=[CH:3]1)#[N:15]. (8) Given the reactants Br[C:2]1[CH:3]=[CH:4][C:5]([C:8]2[CH2:12][C@@H:11]([CH2:13][N:14]3[CH2:19][CH2:18][S:17](=[O:20])[CH2:16][CH2:15]3)[O:10][N:9]=2)=[N:6][CH:7]=1.[F:21][C:22]1[CH:23]=[C:24]([N:37]2[CH2:41][C@H:40]([CH2:42][N:43]3[CH:47]=[CH:46][N:45]=[N:44]3)[O:39][C:38]2=[O:48])[CH:25]=[CH:26][C:27]=1B1OC(C)(C)C(C)(C)O1.C(=O)([O-])[O-].[K+].[K+], predict the reaction product. The product is: [F:21][C:22]1[CH:23]=[C:24]([N:37]2[CH2:41][C@H:40]([CH2:42][N:43]3[CH:47]=[CH:46][N:45]=[N:44]3)[O:39][C:38]2=[O:48])[CH:25]=[CH:26][C:27]=1[C:2]1[CH:7]=[N:6][C:5]([C:8]2[CH2:12][C@@H:11]([CH2:13][N:14]3[CH2:19][CH2:18][S:17](=[O:20])[CH2:16][CH2:15]3)[O:10][N:9]=2)=[CH:4][CH:3]=1.